From a dataset of Catalyst prediction with 721,799 reactions and 888 catalyst types from USPTO. Predict which catalyst facilitates the given reaction. (1) Reactant: [Cl:1][C:2]1[CH:7]=[CH:6][C:5]([N:8]([CH3:31])[S:9]([C:12]2[CH:13]=[C:14]([CH:28]=[CH:29][CH:30]=2)[C:15]([NH:17][C:18]2[CH:27]=[CH:26][C:21]([C:22]([O:24]C)=[O:23])=[CH:20][N:19]=2)=[O:16])(=[O:11])=[O:10])=[CH:4][CH:3]=1.C([O-])([O-])=O.[K+].[K+]. Product: [Cl:1][C:2]1[CH:3]=[CH:4][C:5]([N:8]([CH3:31])[S:9]([C:12]2[CH:13]=[C:14]([CH:28]=[CH:29][CH:30]=2)[C:15]([NH:17][C:18]2[CH:27]=[CH:26][C:21]([C:22]([OH:24])=[O:23])=[CH:20][N:19]=2)=[O:16])(=[O:10])=[O:11])=[CH:6][CH:7]=1. The catalyst class is: 88. (2) Reactant: O[C:2]1[CH:3]=[C:4]([CH:9]=[C:10]([OH:12])[CH:11]=1)[C:5]([O:7][CH3:8])=[O:6].[CH2:13](Br)[C:14]1[CH:19]=[CH:18][CH:17]=[CH:16][CH:15]=1. Product: [CH3:8][O:7][C:5](=[O:6])[C:4]1[CH:3]=[C:2]([CH2:13][C:14]2[CH:19]=[CH:18][CH:17]=[CH:16][CH:15]=2)[CH:11]=[C:10]([OH:12])[CH:9]=1. The catalyst class is: 3. (3) Reactant: [C:1]([O:5][C:6]([N:8]1[CH2:20][C@@H:19]([CH3:21])[N:18]2[C@H:10]([CH2:11][C:12]3[C:17]2=[N:16][C:15]([CH2:22][OH:23])=[CH:14][CH:13]=3)[CH2:9]1)=[O:7])([CH3:4])([CH3:3])[CH3:2].C([Li])(C)(C)C.CN(C)C=O.C(O)(=O)CC(CC(O)=O)(C(O)=O)O. Product: [C:1]([O:5][C:6]([N:8]1[CH2:20][C@@H:19]([CH3:21])[N:18]2[C@H:10]([CH2:11][C:12]3[C:17]2=[N:16][C:15]([CH:22]=[O:23])=[CH:14][CH:13]=3)[CH2:9]1)=[O:7])([CH3:3])([CH3:2])[CH3:4]. The catalyst class is: 7. (4) Reactant: Cl.[O:2]=[C:3]1[NH:7][CH2:6][CH2:5][N:4]1[C:8]1[CH:13]=[CH:12][CH:11]=[CH:10][C:9]=1/[CH:14]=[CH:15]/[C:16]([O:18][CH2:19][CH3:20])=[O:17].C(N(CC)CC)C.[CH3:28][O:29][C:30]1[CH:37]=[CH:36][C:33]([CH:34]=O)=[CH:32][CH:31]=1.C(O[BH-](OC(=O)C)OC(=O)C)(=O)C.[Na+]. Product: [CH3:28][O:29][C:30]1[CH:37]=[CH:36][C:33]([CH2:34][N:7]2[CH2:6][CH2:5][N:4]([C:8]3[CH:13]=[CH:12][CH:11]=[CH:10][C:9]=3/[CH:14]=[CH:15]/[C:16]([O:18][CH2:19][CH3:20])=[O:17])[C:3]2=[O:2])=[CH:32][CH:31]=1. The catalyst class is: 478. (5) Reactant: C[O:2][C:3](=[O:47])[C@@H:4]([NH:16][C:17]([C:19]1[C:20]([CH3:46])=[N:21][C:22]([NH:26][CH2:27][CH2:28][CH2:29][C:30]2[CH:35]=[CH:34][CH:33]=[C:32](C3C=CC=CC=3)[C:31]=2OC(=O)N)=[N:23][C:24]=1[CH3:25])=O)[CH2:5][NH:6][C:7]([NH:9][C:10]1[CH:15]=[CH:14][CH:13]=[CH:12][CH:11]=1)=[O:8].[OH2:48].[OH-:49].[Li+].S([O-])(O)(=O)=O.[K+]. Product: [OH:48][C:34]1[CH:35]=[C:30]([CH2:29][CH2:28][CH2:27][NH:26][C:22]2[N:23]=[C:24]([CH3:25])[C:19]([C:17]([NH:16][C@@H:4]([CH2:5][NH:6][C:7]([NH:9][C:10]3[CH:15]=[CH:14][CH:13]=[CH:12][CH:11]=3)=[O:8])[C:3]([OH:47])=[O:2])=[O:49])=[C:20]([CH3:46])[N:21]=2)[CH:31]=[CH:32][CH:33]=1. The catalyst class is: 20. (6) Reactant: CO[CH:3]([O:7][CH3:8])N(C)C.[CH3:9][C:10]([C:12]1[CH:17]=[C:16]([O:18][CH3:19])[CH:15]=[CH:14][C:13]=1[O:20][CH3:21])=[O:11].[Br:22][C:23]1[C:24](=[O:31])[C:25]([Br:30])=[CH:26]C(=O)[CH:28]=1. Product: [Br:22][C:23]1[C:28]2[C:9]([C:10](=[O:11])[C:12]3[CH:17]=[C:16]([O:18][CH3:19])[CH:15]=[CH:14][C:13]=3[O:20][CH3:21])=[CH:8][O:7][C:3]=2[CH:26]=[C:25]([Br:30])[C:24]=1[OH:31]. The catalyst class is: 15. (7) Reactant: CS(O[CH2:6][CH2:7][C:8]1[O:9][C:10]2[CH:16]=[CH:15][C:14]([C:17]3[CH:22]=[CH:21][CH:20]=[C:19]([C:23]#[N:24])[CH:18]=3)=[CH:13][C:11]=2[CH:12]=1)(=O)=O.[CH3:25][C@@H:26]1[CH2:30][CH2:29][CH2:28][NH:27]1.C([O-])([O-])=O.[Cs+].[Cs+].CC#N. Product: [CH3:25][C@@H:26]1[CH2:30][CH2:29][CH2:28][N:27]1[CH2:6][CH2:7][C:8]1[O:9][C:10]2[CH:16]=[CH:15][C:14]([C:17]3[CH:18]=[C:19]([CH:20]=[CH:21][CH:22]=3)[C:23]#[N:24])=[CH:13][C:11]=2[CH:12]=1. The catalyst class is: 2. (8) Reactant: [N:1]1[C:9]([N:10]2[CH2:15][CH2:14][CH:13]([CH2:16][OH:17])[CH2:12][CH2:11]2)=[C:8]2[C:4]([NH:5][CH:6]=[N:7]2)=[N:3][CH:2]=1.CC(OI1(OC(C)=O)(OC(C)=O)OC(=O)C2C=CC=CC1=2)=O.O. Product: [N:1]1[C:9]([N:10]2[CH2:15][CH2:14][CH:13]([CH:16]=[O:17])[CH2:12][CH2:11]2)=[C:8]2[C:4]([NH:5][CH:6]=[N:7]2)=[N:3][CH:2]=1. The catalyst class is: 91. (9) Reactant: S([O-])([O-])=O.[Na+:5].[Na+].[Cl:7][CH2:8][CH2:9][C:10]1[CH:15]=[CH:14][C:13]([C:16]2[CH:21]=[CH:20][C:19]([S:22](Cl)(=[O:24])=[O:23])=[CH:18][CH:17]=2)=[CH:12][CH:11]=1. Product: [Cl:7][CH2:8][CH2:9][C:10]1[CH:15]=[CH:14][C:13]([C:16]2[CH:21]=[CH:20][C:19]([S:22]([O-:24])=[O:23])=[CH:18][CH:17]=2)=[CH:12][CH:11]=1.[Na+:5]. The catalyst class is: 786.